This data is from Catalyst prediction with 721,799 reactions and 888 catalyst types from USPTO. The task is: Predict which catalyst facilitates the given reaction. (1) Reactant: [NH2:1][C@H:2]1[C:11]2[C:6](=[CH:7][CH:8]=[CH:9][CH:10]=2)[N:5]([C:12](=[O:14])[CH3:13])[C@@H:4]([CH3:15])[C@@H:3]1[CH3:16].C[N:18]([C:20]1[C:25](C2C(P(C3CCCCC3)C3CCCCC3)=CC=CC=2)=[CH:24][CH:23]=[CH:22][CH:21]=1)C.CC(C)([O-])C.[Na+].BrC1C=CN=C(C)C=1. Product: [CH3:15][C@H:4]1[C@H:3]([CH3:16])[C@@H:2]([NH:1][C:22]2[CH:21]=[CH:20][N:18]=[C:24]([CH3:25])[CH:23]=2)[C:11]2[C:6](=[CH:7][CH:8]=[CH:9][CH:10]=2)[N:5]1[C:12](=[O:14])[CH3:13]. The catalyst class is: 102. (2) Reactant: [O-:1][C:2]#N.[Na+].[NH2:5][C:6]1[C:11]([C:12]([NH2:14])=[O:13])=[C:10]([Cl:15])[C:9]([O:16][CH3:17])=[C:8]([O:18][CH3:19])[CH:7]=1. Product: [Cl:15][C:10]1[C:9]([O:16][CH3:17])=[C:8]([O:18][CH3:19])[CH:7]=[C:6]2[C:11]=1[C:12](=[O:13])[NH:14][C:2](=[O:1])[NH:5]2. The catalyst class is: 211. (3) Reactant: Cl[C:2]([C:6]([CH3:10])([CH3:9])[C:7]#[N:8])=[CH:3][C:4]#[N:5].[OH:11][NH:12]C(N)=O.[OH-].[Na+]. Product: [NH2:5][C:4]1[CH:3]=[C:2]([C:6]([CH3:10])([CH3:9])[C:7]#[N:8])[O:11][N:12]=1. The catalyst class is: 40. (4) Reactant: [Br:1][C:2]1[CH:3]=[C:4]2[C:9](=[CH:10][C:11]=1[CH2:12][N:13]1[CH2:18][CH2:17][NH:16][CH2:15][CH2:14]1)[N:8]=[CH:7][N:6]([NH:19][C:20]1[CH:25]=[C:24]([Cl:26])[CH:23]=[CH:22][C:21]=1[S:27]([CH2:30][CH3:31])(=[O:29])=[O:28])[C:5]2=[O:32].[H-].[Na+].Br[CH2:36][CH2:37][O:38][CH3:39].[Cl-].[Na+]. Product: [Br:1][C:2]1[CH:3]=[C:4]2[C:9](=[CH:10][C:11]=1[CH2:12][N:13]1[CH2:18][CH2:17][N:16]([CH2:36][CH2:37][O:38][CH3:39])[CH2:15][CH2:14]1)[N:8]=[CH:7][N:6]([NH:19][C:20]1[CH:25]=[C:24]([Cl:26])[CH:23]=[CH:22][C:21]=1[S:27]([CH2:30][CH3:31])(=[O:28])=[O:29])[C:5]2=[O:32]. The catalyst class is: 3. (5) The catalyst class is: 55. Reactant: [O:1]1CCO[CH:2]1[CH2:6][N:7]1[C:16]2[C:11](=[CH:12][CH:13]=[CH:14][CH:15]=2)[C:10]([CH3:17])=[CH:9][C:8]1=[O:18].C(=O)([O-])O.[Na+]. Product: [CH3:17][C:10]1[C:11]2[C:16](=[CH:15][CH:14]=[CH:13][CH:12]=2)[N:7]([CH2:6][CH:2]=[O:1])[C:8](=[O:18])[CH:9]=1. (6) Reactant: [C:1]1([C:11]2[N:15]3[CH:16]=[CH:17][CH:18]=[CH:19][C:14]3=[CH:13][N:12]=2)[C:10]2[C:5](=[CH:6][CH:7]=[CH:8][CH:9]=2)[CH:4]=[CH:3][CH:2]=1.[F:20][C:21]([F:32])([F:31])[C:22](O[C:22](=[O:23])[C:21]([F:32])([F:31])[F:20])=[O:23].O. Product: [F:20][C:21]([F:32])([F:31])[C:22]([C:13]1[N:12]=[C:11]([C:1]2[C:10]3[C:5](=[CH:6][CH:7]=[CH:8][CH:9]=3)[CH:4]=[CH:3][CH:2]=2)[N:15]2[CH:16]=[CH:17][CH:18]=[CH:19][C:14]=12)=[O:23]. The catalyst class is: 3. (7) Reactant: [CH3:1][C:2]1([CH3:19])[O:7][C:6]2[CH:8]=[CH:9][C:10]([N+:12]([O-:14])=[O:13])=[CH:11][C:5]=2[N:4]2[C:15](=[O:18])[NH:16][N:17]=[C:3]12.I[CH3:21].[H-].[Na+].O. Product: [CH3:21][N:16]1[C:15](=[O:18])[N:4]2[C:5]3[CH:11]=[C:10]([N+:12]([O-:14])=[O:13])[CH:9]=[CH:8][C:6]=3[O:7][C:2]([CH3:19])([CH3:1])[C:3]2=[N:17]1. The catalyst class is: 3. (8) Reactant: CC(C)([O-])C.[K+].[OH:7][CH:8]1[CH2:13][CH2:12][N:11]([C:14]([O:16][C:17]([CH3:20])([CH3:19])[CH3:18])=[O:15])[CH2:10][CH2:9]1.[Cl:21][C:22]1[CH:29]=[C:28](F)[CH:27]=[CH:26][C:23]=1[C:24]#[N:25]. Product: [Cl:21][C:22]1[CH:29]=[C:28]([CH:27]=[CH:26][C:23]=1[C:24]#[N:25])[O:7][CH:8]1[CH2:9][CH2:10][N:11]([C:14]([O:16][C:17]([CH3:20])([CH3:19])[CH3:18])=[O:15])[CH2:12][CH2:13]1. The catalyst class is: 216. (9) Reactant: [F:1][CH:2]([F:15])[O:3][C:4]1[CH:11]=[CH:10][CH:9]=[C:8]([N+:12]([O-])=O)[C:5]=1[C:6]#[N:7].[Sn](Cl)Cl.Cl.[OH-].[Na+]. Product: [NH2:12][C:8]1[CH:9]=[CH:10][CH:11]=[C:4]([O:3][CH:2]([F:1])[F:15])[C:5]=1[C:6]#[N:7]. The catalyst class is: 252.